From a dataset of Reaction yield outcomes from USPTO patents with 853,638 reactions. Predict the reaction yield, written as a fraction of the theoretical maximum amount of product (1.0 means a 100% yield; for example, 0.34 means a 34% yield). (1) The reactants are [F:1][C:2]1[CH:7]=[CH:6][C:5]([O:8][CH3:9])=[CH:4][C:3]=1[C:10]1[CH:15]=[CH:14][C:13]([C:16]([O:18][CH3:19])=[O:17])=[CH:12][C:11]=1I.CN(C=O)C.[CH3:26][C:27]1([CH3:42])[C:32](B2OC(C)(C)C(C)(C)O2)=[CH:31][CH2:30][CH2:29][CH2:28]1.C(=O)([O-])[O-].[K+].[K+]. The catalyst is [Cl-].[Na+].O.C1C=CC([P]([Pd]([P](C2C=CC=CC=2)(C2C=CC=CC=2)C2C=CC=CC=2)([P](C2C=CC=CC=2)(C2C=CC=CC=2)C2C=CC=CC=2)[P](C2C=CC=CC=2)(C2C=CC=CC=2)C2C=CC=CC=2)(C2C=CC=CC=2)C2C=CC=CC=2)=CC=1. The product is [CH3:26][C:27]1([CH3:42])[C:28]([C:11]2[CH:12]=[C:13]([C:16]([O:18][CH3:19])=[O:17])[CH:14]=[CH:15][C:10]=2[C:3]2[CH:4]=[C:5]([O:8][CH3:9])[CH:6]=[CH:7][C:2]=2[F:1])=[CH:29][CH2:30][CH2:31][CH2:32]1. The yield is 0.480. (2) The reactants are Br[CH2:2][C:3](=[CH2:8])[C:4]([O:6][CH3:7])=[O:5].[C:9](=O)([O-])[O-:10].[K+].[K+].C[O-].[Na+]. The catalyst is CO. The product is [CH3:9][O:10][CH2:2][C:3](=[CH2:8])[C:4]([O:6][CH3:7])=[O:5]. The yield is 0.580. (3) The reactants are COC1C=CC(C[N:8](CC2C=CC(OC)=CC=2)[C:9]2[N:14]=[C:13]([CH3:15])[N:12]=[C:11]([C:16]3[CH:17]=[CH:18][C:19]([C:31]4[CH:32]=[N:33][CH:34]=[CH:35][CH:36]=4)=[N:20][C:21]=3[NH:22][C:23]3[CH:24]=[N:25][C:26]([O:29][CH3:30])=[CH:27][CH:28]=3)[N:10]=2)=CC=1. The product is [NH2:8][C:9]1[N:14]=[C:13]([CH3:15])[N:12]=[C:11]([C:16]2[CH:17]=[CH:18][C:19]([C:31]3[CH:32]=[N:33][CH:34]=[CH:35][CH:36]=3)=[N:20][C:21]=2[NH:22][C:23]2[CH:24]=[N:25][C:26]([O:29][CH3:30])=[CH:27][CH:28]=2)[N:10]=1. The catalyst is C(O)(C(F)(F)F)=O.CO. The yield is 0.101. (4) The reactants are [F:1][C:2]1[C:3]([NH:13][CH3:14])=[CH:4][C:5]2[O:10][CH2:9][NH:8][C:7](=[O:11])[C:6]=2[CH:12]=1.I[C:16]1[CH:17]=[C:18](C)[C:19]([NH2:22])=[N:20][CH:21]=1. No catalyst specified. The product is [NH2:22][C:19]1[N:20]=[CH:21][C:16]([N:8]2[C:7](=[O:11])[C:6]3[CH:12]=[C:2]([F:1])[C:3]([NH:13][CH3:14])=[CH:4][C:5]=3[O:10][CH2:9]2)=[CH:17][CH:18]=1. The yield is 0.130. (5) The reactants are [O:1]1[C:5]2[CH:6]=[CH:7][CH:8]=[CH:9][C:4]=2[CH:3]=[C:2]1[C:10]1[C:18]2[C:13](=[CH:14][CH:15]=[C:16]([C:19]([OH:21])=O)[CH:17]=2)[N:12](C2CCCCO2)[N:11]=1.F[P-](F)(F)(F)(F)F.N1(OC(N(C)C)=[N+](C)C)C2C=CC=CC=2N=N1.[CH3:52][N:53]([CH3:59])[CH2:54][CH2:55][CH2:56][CH2:57][NH2:58]. No catalyst specified. The product is [O:1]1[C:5]2[CH:6]=[CH:7][CH:8]=[CH:9][C:4]=2[CH:3]=[C:2]1[C:10]1[C:18]2[C:13](=[CH:14][CH:15]=[C:16]([C:19]([NH:58][CH2:57][CH2:56][CH2:55][CH2:54][N:53]([CH3:59])[CH3:52])=[O:21])[CH:17]=2)[NH:12][N:11]=1. The yield is 0.300. (6) The reactants are Br[C:2]1[C:3]([C:14]2[CH:19]=[CH:18][C:17]([CH3:20])=[CH:16][CH:15]=2)=[C:4]([CH3:13])[C:5]2[O:9][C:8]([CH3:11])([CH3:10])[CH2:7][C:6]=2[CH:12]=1.[CH3:21][C:22]1[CH:27]=[CH:26][C:25]([N:28]2[CH2:33][CH2:32][NH:31][CH2:30][CH2:29]2)=[CH:24][CH:23]=1.CC1(C)C2C(=C(P(C3C=CC=CC=3)C3C=CC=CC=3)C=CC=2)OC2C(P(C3C=CC=CC=3)C3C=CC=CC=3)=CC=CC1=2.CC(C)([O-])C.[Na+]. The catalyst is C1C=CC(/C=C/C(/C=C/C2C=CC=CC=2)=O)=CC=1.C1C=CC(/C=C/C(/C=C/C2C=CC=CC=2)=O)=CC=1.C1C=CC(/C=C/C(/C=C/C2C=CC=CC=2)=O)=CC=1.[Pd].[Pd].C1(C)C=CC=CC=1. The product is [CH3:10][C:8]1([CH3:11])[CH2:7][C:6]2[CH:12]=[C:2]([N:31]3[CH2:32][CH2:33][N:28]([C:25]4[CH:26]=[CH:27][C:22]([CH3:21])=[CH:23][CH:24]=4)[CH2:29][CH2:30]3)[C:3]([C:14]3[CH:19]=[CH:18][C:17]([CH3:20])=[CH:16][CH:15]=3)=[C:4]([CH3:13])[C:5]=2[O:9]1. The yield is 0.0300. (7) The reactants are [F:1][C:2]1[CH:7]=[CH:6][C:5]([CH2:8][C@@H:9]([NH:29]C(=O)OC(C)(C)C)[C:10]([N:12]2[CH2:17][CH2:16][N:15]([C:18]3[C:19]4[C@H:26]([CH3:27])[S:25][CH2:24][C:20]=4[N:21]=[CH:22][N:23]=3)[C@@H:14]([CH3:28])[CH2:13]2)=[O:11])=[CH:4][CH:3]=1.[ClH:37]. The catalyst is C(Cl)Cl. The product is [ClH:37].[ClH:37].[NH2:29][C@H:9]([CH2:8][C:5]1[CH:4]=[CH:3][C:2]([F:1])=[CH:7][CH:6]=1)[C:10]([N:12]1[CH2:17][CH2:16][N:15]([C:18]2[C:19]3[C@H:26]([CH3:27])[S:25][CH2:24][C:20]=3[N:21]=[CH:22][N:23]=2)[C@@H:14]([CH3:28])[CH2:13]1)=[O:11]. The yield is 0.520. (8) The reactants are [N+:1]([C:4]1[CH:9]=[CH:8][CH:7]=[C:6]([N+:10]([O-])=O)[C:5]=1[NH:13][CH2:14][CH2:15][CH2:16][CH2:17][CH2:18][OH:19])([O-])=O. The catalyst is [Pd].O1CCCC1. The product is [NH2:1][C:4]1[CH:9]=[CH:8][CH:7]=[C:6]([NH2:10])[C:5]=1[NH:13][CH2:14][CH2:15][CH2:16][CH2:17][CH2:18][OH:19]. The yield is 0.860. (9) The reactants are [C:1]([C:3]1[C:4]([NH:21][NH2:22])=[N:5][CH:6]=[CH:7][C:8]=1[N:9]1[CH2:14][CH2:13][CH:12]([C:15]2[CH:20]=[CH:19][CH:18]=[CH:17][CH:16]=2)[CH2:11][CH2:10]1)#[N:2].[CH2:23](OC(OCC)OCC)C. The catalyst is C1(C)C(C)=CC=CC=1. The product is [C:1]([C:3]1[C:4]2[N:5]([CH:23]=[N:22][N:21]=2)[CH:6]=[CH:7][C:8]=1[N:9]1[CH2:10][CH2:11][CH:12]([C:15]2[CH:20]=[CH:19][CH:18]=[CH:17][CH:16]=2)[CH2:13][CH2:14]1)#[N:2]. The yield is 0.900. (10) The yield is 0.912. The reactants are [CH2:1]1[C:10]2[C:5](=[CH:6][CH:7]=[CH:8][CH:9]=2)[CH2:4][CH2:3][NH:2]1.Br[CH2:12][C:13]#[CH:14].[Cl-].[NH4+]. The catalyst is CN(C=O)C. The product is [CH2:14]([N:2]1[CH2:3][CH2:4][C:5]2[C:10](=[CH:9][CH:8]=[CH:7][CH:6]=2)[CH2:1]1)[C:13]#[CH:12].